Dataset: Full USPTO retrosynthesis dataset with 1.9M reactions from patents (1976-2016). Task: Predict the reactants needed to synthesize the given product. Given the product [CH:10]([C:7]1[CH:8]=[CH:9][C:4]([NH2:1])=[N:5][CH:6]=1)([CH3:12])[CH3:11], predict the reactants needed to synthesize it. The reactants are: [N+:1]([C:4]1[CH:9]=[CH:8][C:7]([C:10]([CH3:12])=[CH2:11])=[CH:6][N:5]=1)([O-])=O.